Dataset: Cav3 T-type calcium channel HTS with 100,875 compounds. Task: Binary Classification. Given a drug SMILES string, predict its activity (active/inactive) in a high-throughput screening assay against a specified biological target. The molecule is s1c2CC(CCc2c2c1ncnc2NCCCOC)C. The result is 0 (inactive).